Dataset: Full USPTO retrosynthesis dataset with 1.9M reactions from patents (1976-2016). Task: Predict the reactants needed to synthesize the given product. Given the product [ClH:1].[ClH:1].[CH3:45][NH:44][C@H:41]1[CH2:42][CH2:43][N:39]([CH2:37][CH:36]([C:30]2([OH:29])[CH2:31][CH2:32][CH2:33][CH2:34][CH2:35]2)[C:52]2[C:61]3[C:56](=[CH:57][CH:58]=[CH:59][CH:60]=3)[CH:55]=[CH:54][CH:53]=2)[CH2:40]1, predict the reactants needed to synthesize it. The reactants are: [ClH:1].Cl.CN[C@H]1CCN(CC(C2CCCCC2O)C2C3C(=CC=CC=3)C=CC=2)C1.[OH:29][C:30]1([CH:36]([C:52]2[C:61]3[C:56](=[CH:57][CH:58]=[CH:59][CH:60]=3)[CH:55]=[CH:54][CH:53]=2)[C:37]([N:39]2[CH2:43][CH2:42][C@H:41]([NH:44][C:45](=O)OC(C)(C)C)[CH2:40]2)=O)[CH2:35][CH2:34][CH2:33][CH2:32][CH2:31]1.